Dataset: Full USPTO retrosynthesis dataset with 1.9M reactions from patents (1976-2016). Task: Predict the reactants needed to synthesize the given product. Given the product [CH2:19]([N:8]1[CH2:9][CH:10]([C:11]2[CH:16]=[CH:15][C:14]([Cl:17])=[C:13]([Cl:18])[CH:12]=2)[CH:6]([CH:4]=[O:5])[CH2:7]1)[C:20]1[CH:21]=[CH:22][CH:23]=[CH:24][CH:25]=1, predict the reactants needed to synthesize it. The reactants are: CON(C)[C:4]([CH:6]1[CH:10]([C:11]2[CH:16]=[CH:15][C:14]([Cl:17])=[C:13]([Cl:18])[CH:12]=2)[CH2:9][N:8]([CH2:19][C:20]2[CH:25]=[CH:24][CH:23]=[CH:22][CH:21]=2)[CH2:7]1)=[O:5].[H-].[Al+3].[Li+].[H-].[H-].[H-].